From a dataset of Catalyst prediction with 721,799 reactions and 888 catalyst types from USPTO. Predict which catalyst facilitates the given reaction. Reactant: [NH:1]1[CH2:11][CH2:10][CH:4](C(OCC)=O)[CH2:3][CH2:2]1.[C:12](O[C:12]([O:14][C:15]([CH3:18])([CH3:17])[CH3:16])=[O:13])([O:14][C:15]([CH3:18])([CH3:17])[CH3:16])=[O:13]. Product: [C:12]([N:1]1[CH2:2][CH2:3][CH2:4][CH2:10][CH2:11]1)([O:14][C:15]([CH3:18])([CH3:17])[CH3:16])=[O:13]. The catalyst class is: 1.